Task: Predict the reactants needed to synthesize the given product.. Dataset: Full USPTO retrosynthesis dataset with 1.9M reactions from patents (1976-2016) (1) Given the product [N:8]1([C:11]2[CH:12]=[CH:13][C:14]([C:15]([O:17][CH3:20])=[O:16])=[CH:18][CH:19]=2)[CH2:7][CH2:6][O:5][CH2:10][CH2:9]1, predict the reactants needed to synthesize it. The reactants are: S(Cl)(Cl)=O.[O:5]1[CH2:10][CH2:9][N:8]([C:11]2[CH:19]=[CH:18][C:14]([C:15]([OH:17])=[O:16])=[CH:13][CH:12]=2)[CH2:7][CH2:6]1.[CH3:20]O. (2) Given the product [CH2:38]([O:40][C:41]1[C:50]([O:51][CH3:52])=[CH:49][C:48]2[C:47]([C:53]3[CH:54]=[CH:55][C:56]([C:57]([N:29]4[CH2:28][CH2:27][CH:26]([N:9]5[C:10](=[O:25])[C:11]6[S:15][C:14]([C:16]7[CH:21]=[C:20]([F:22])[CH:19]=[CH:18][C:17]=7[O:23][CH3:24])=[CH:13][C:12]=6[N:7]([CH2:6][C:5]6[CH:33]=[CH:34][C:35]([O:36][CH3:37])=[C:3]([F:2])[CH:4]=6)[C:8]5=[O:32])[CH2:31][CH2:30]4)=[O:58])=[CH:60][CH:61]=3)=[N:46][C@@H:45]3[CH2:62][CH2:63][S:64][CH2:65][C@@H:44]3[C:43]=2[CH:42]=1)[CH3:39], predict the reactants needed to synthesize it. The reactants are: Cl.[F:2][C:3]1[CH:4]=[C:5]([CH:33]=[CH:34][C:35]=1[O:36][CH3:37])[CH2:6][N:7]1[C:12]2[CH:13]=[C:14]([C:16]3[CH:21]=[C:20]([F:22])[CH:19]=[CH:18][C:17]=3[O:23][CH3:24])[S:15][C:11]=2[C:10](=[O:25])[N:9]([CH:26]2[CH2:31][CH2:30][NH:29][CH2:28][CH2:27]2)[C:8]1=[O:32].[CH2:38]([O:40][C:41]1[C:50]([O:51][CH3:52])=[CH:49][C:48]2[C:47]([C:53]3[CH:61]=[CH:60][C:56]([C:57](O)=[O:58])=[CH:55][CH:54]=3)=[N:46][C@@H:45]3[CH2:62][CH2:63][S:64][CH2:65][C@@H:44]3[C:43]=2[CH:42]=1)[CH3:39].CN(C(ON1N=NC2C=CC=NC1=2)=[N+](C)C)C.F[P-](F)(F)(F)(F)F.CCN(C(C)C)C(C)C. (3) Given the product [Cl:1][C:2]1[CH:3]=[C:4]([F:30])[C:5]([C:24]2[N:25]=[N:26][N:27]([CH3:29])[N:28]=2)=[C:6]([C:8]2[CH:9]=[CH:10][C:11]3[CH:15]([NH:16][C:17]([C:19]4([NH:22][C:38]([C:36]5[O:35][N:34]=[C:33]([O:32][CH3:31])[CH:37]=5)=[O:39])[CH2:21][CH2:20]4)=[O:18])[CH2:14][S:13][C:12]=3[CH:23]=2)[CH:7]=1, predict the reactants needed to synthesize it. The reactants are: [Cl:1][C:2]1[CH:3]=[C:4]([F:30])[C:5]([C:24]2[N:25]=[N:26][N:27]([CH3:29])[N:28]=2)=[C:6]([C:8]2[CH:9]=[CH:10][C:11]3[CH:15]([NH:16][C:17]([C:19]4([NH2:22])[CH2:21][CH2:20]4)=[O:18])[CH2:14][S:13][C:12]=3[CH:23]=2)[CH:7]=1.[CH3:31][O:32][C:33]1[CH:37]=[C:36]([C:38](O)=[O:39])[O:35][N:34]=1. (4) The reactants are: Br[C:2]1[CH:7]=[CH:6][C:5]([N:8]2[C:12]([CH2:13][C@@H:14]3[CH2:18][CH2:17][N:16]([C:19]([CH:21]4[CH2:23][CH2:22]4)=[O:20])[CH2:15]3)=[N:11][NH:10][C:9]2=[O:24])=[C:4]([F:25])[CH:3]=1.OB(O)[C:28]1[CH:36]=[CH:35][C:31]([C:32]([OH:34])=[O:33])=[CH:30][CH:29]=1.C([O-])([O-])=O.[K+].[K+].O1CCOCC1. Given the product [CH:21]1([C:19]([N:16]2[CH2:17][CH2:18][C@@H:14]([CH2:13][C:12]3[N:8]([C:5]4[CH:6]=[CH:7][C:2]([C:28]5[CH:36]=[CH:35][C:31]([C:32]([OH:34])=[O:33])=[CH:30][CH:29]=5)=[CH:3][C:4]=4[F:25])[C:9](=[O:24])[NH:10][N:11]=3)[CH2:15]2)=[O:20])[CH2:23][CH2:22]1, predict the reactants needed to synthesize it. (5) Given the product [C:1]1([S:7]([C:10]2[CH:11]=[CH:12][C:13]([CH2:20][CH2:21][CH3:22])=[C:14]([S:16]([NH2:23])(=[O:18])=[O:17])[CH:15]=2)(=[O:9])=[O:8])[CH:6]=[CH:5][CH:4]=[CH:3][CH:2]=1, predict the reactants needed to synthesize it. The reactants are: [C:1]1([S:7]([C:10]2[CH:11]=[CH:12][C:13]([CH2:20][CH2:21][CH3:22])=[C:14]([S:16](Cl)(=[O:18])=[O:17])[CH:15]=2)(=[O:9])=[O:8])[CH:6]=[CH:5][CH:4]=[CH:3][CH:2]=1.[N:23]1(CCCN)C=CN=C1. (6) Given the product [CH3:1][O:2][C:3]([C@H:5]1[CH2:6][CH2:7][C@H:8]([C:11]2[O:16][CH:14]=[CH:13][N:12]=2)[CH2:9][CH2:10]1)=[O:4], predict the reactants needed to synthesize it. The reactants are: [CH3:1][O:2][C:3]([C@H:5]1[CH2:10][CH2:9][C@H:8]([C:11](=[O:16])[NH:12][CH2:13][CH:14]=O)[CH2:7][CH2:6]1)=[O:4].P(Cl)(Cl)(Cl)=O.[OH-].[Na+]. (7) Given the product [CH2:14]([NH:13][C:11]([NH:10][C:8]1[S:9][C:5]2[C:4]([C:17]3[CH:18]=[N:19][CH:20]=[CH:21][CH:22]=3)=[CH:3][C:2]([C:28]3[CH:33]=[CH:32][CH:31]=[CH:30][N:29]=3)=[CH:16][C:6]=2[N:7]=1)=[O:12])[CH3:15], predict the reactants needed to synthesize it. The reactants are: Br[C:2]1[CH:3]=[C:4]([C:17]2[CH:18]=[N:19][CH:20]=[CH:21][CH:22]=2)[C:5]2[S:9][C:8]([NH:10][C:11]([NH:13][CH2:14][CH3:15])=[O:12])=[N:7][C:6]=2[CH:16]=1.C([Sn](CCCC)(CCCC)[C:28]1[CH:33]=[CH:32][CH:31]=[CH:30][N:29]=1)CCC.